This data is from Full USPTO retrosynthesis dataset with 1.9M reactions from patents (1976-2016). The task is: Predict the reactants needed to synthesize the given product. (1) Given the product [S:1]1[C:5]2[CH:6]=[CH:7][CH:8]=[CH:9][C:4]=2[C:3]([N:10]2[CH2:15][CH2:14][N:13]([CH2:16][CH2:17][C:18]3[CH:19]=[C:20]4[C:24](=[CH:25][CH:26]=3)[C:23]([CH3:27])([CH3:28])[CH:22]([NH:29][C:32](=[O:34])[CH3:33])[C:21]4([CH3:31])[CH3:30])[CH2:12][CH2:11]2)=[N:2]1, predict the reactants needed to synthesize it. The reactants are: [S:1]1[C:5]2[CH:6]=[CH:7][CH:8]=[CH:9][C:4]=2[C:3]([N:10]2[CH2:15][CH2:14][N:13]([CH2:16][CH2:17][C:18]3[CH:19]=[C:20]4[C:24](=[CH:25][CH:26]=3)[C:23]([CH3:28])([CH3:27])[CH:22]([NH2:29])[C:21]4([CH3:31])[CH3:30])[CH2:12][CH2:11]2)=[N:2]1.[C:32](OC(=O)C)(=[O:34])[CH3:33].C(N(CC)CC)C. (2) Given the product [NH2:30][C:27]1[O:16][C:15]([C:14]2[C:9]([NH:8][C:5]3[CH:6]=[CH:7][C:2]([Br:1])=[CH:3][C:4]=3[F:22])=[CH:10][C:11]3[N:12]([CH:19]=[CH:20][N:21]=3)[N:13]=2)=[N:17][N:18]=1, predict the reactants needed to synthesize it. The reactants are: [Br:1][C:2]1[CH:7]=[CH:6][C:5]([NH:8][C:9]2[C:14]([C:15]([NH:17][NH2:18])=[O:16])=[N:13][N:12]3[CH:19]=[CH:20][N:21]=[C:11]3[CH:10]=2)=[C:4]([F:22])[CH:3]=1.BrC1C=C[C:27]([NH:30]C2C(C(O)=O)=NN3C=CN=C3C=2)=C(F)C=1.CCN=C=NCCCN(C)C.C1C=CC2N(O)N=NC=2C=1.NN.CCN(CC)CC. (3) The reactants are: [CH3:1][C:2]([CH3:15])([C:13]#[CH:14])[C:3]([O:5][CH2:6][C:7]1[CH:12]=[CH:11][CH:10]=[CH:9][CH:8]=1)=[O:4].[NH2:16][C:17]1[N:22]=[C:21]([N:23]2[C:31]3[C:26](=[CH:27][CH:28]=[C:29](I)[CH:30]=3)[C:25]([CH2:34][OH:35])([CH3:33])[CH2:24]2)[C:20]([Cl:36])=[CH:19][N:18]=1. Given the product [NH2:16][C:17]1[N:22]=[C:21]([N:23]2[C:31]3[C:26](=[CH:27][CH:28]=[C:29]([C:14]#[C:13][C:2]([CH3:15])([CH3:1])[C:3]([O:5][CH2:6][C:7]4[CH:12]=[CH:11][CH:10]=[CH:9][CH:8]=4)=[O:4])[CH:30]=3)[C@@:25]([CH2:34][OH:35])([CH3:33])[CH2:24]2)[C:20]([Cl:36])=[CH:19][N:18]=1, predict the reactants needed to synthesize it. (4) Given the product [F:1][C@@H:2]1[CH2:6][N:5]([C:7](=[O:17])[CH2:8][O:9][Si:10]([C:13]([CH3:14])([CH3:15])[CH3:16])([CH3:12])[CH3:11])[C@H:4]([C:18]#[N:20])[CH2:3]1, predict the reactants needed to synthesize it. The reactants are: [F:1][C@@H:2]1[CH2:6][N:5]([C:7](=[O:17])[CH2:8][O:9][Si:10]([C:13]([CH3:16])([CH3:15])[CH3:14])([CH3:12])[CH3:11])[C@H:4]([C:18]([NH2:20])=O)[CH2:3]1.C(N(CC)CC)C.FC(F)(F)C(OC(=O)C(F)(F)F)=O. (5) Given the product [F:1][C:2]1[CH:37]=[CH:36][C:5]([CH2:6][C@@H:7]([CH2:11][CH2:12][C@@H:13]([C:17](=[O:35])[NH:18][C@H:19]2[CH2:25][CH2:24][CH2:23][CH2:22][N:21]([C:26]3[CH:31]=[CH:30][CH:29]=[CH:28][C:27]=3[O:32][CH3:33])[C:20]2=[O:34])[CH2:14][CH2:15][CH3:16])[C:8]([NH:38][C@H:39]2[CH2:45][CH2:44][S:43][C@H:42]3[CH2:46][CH2:47][CH2:48][C@@H:49]([C:50]([O:52][CH3:53])=[O:51])[N:41]3[C:40]2=[O:54])=[O:9])=[CH:4][CH:3]=1, predict the reactants needed to synthesize it. The reactants are: [F:1][C:2]1[CH:37]=[CH:36][C:5]([CH2:6][C@@H:7]([CH2:11][CH2:12][C@@H:13]([C:17](=[O:35])[NH:18][C@H:19]2[CH2:25][CH2:24][CH2:23][CH2:22][N:21]([C:26]3[CH:31]=[CH:30][CH:29]=[CH:28][C:27]=3[O:32][CH3:33])[C:20]2=[O:34])[CH2:14][CH2:15][CH3:16])[C:8](O)=[O:9])=[CH:4][CH:3]=1.[NH2:38][C@H:39]1[CH2:45][CH2:44][S:43][C@H:42]2[CH2:46][CH2:47][CH2:48][C@@H:49]([C:50]([O:52][CH3:53])=[O:51])[N:41]2[C:40]1=[O:54].